The task is: Regression. Given a peptide amino acid sequence and an MHC pseudo amino acid sequence, predict their binding affinity value. This is MHC class II binding data.. This data is from Peptide-MHC class II binding affinity with 134,281 pairs from IEDB. (1) The peptide sequence is GDGFIDFNEFISFCN. The MHC is HLA-DQA10301-DQB10302 with pseudo-sequence HLA-DQA10301-DQB10302. The binding affinity (normalized) is 0.567. (2) The binding affinity (normalized) is 0.353. The MHC is DRB4_0101 with pseudo-sequence DRB4_0103. The peptide sequence is QKLIEDINASFRAAM. (3) The binding affinity (normalized) is 0.482. The peptide sequence is EKKYFAATIFEPLAA. The MHC is HLA-DQA10101-DQB10501 with pseudo-sequence HLA-DQA10101-DQB10501. (4) The peptide sequence is DVLFRLENHAETLRA. The MHC is HLA-DPA10201-DPB10501 with pseudo-sequence HLA-DPA10201-DPB10501. The binding affinity (normalized) is 0.0636.